Dataset: Catalyst prediction with 721,799 reactions and 888 catalyst types from USPTO. Task: Predict which catalyst facilitates the given reaction. (1) Reactant: [CH3:1][C:2]1[C:6]([C:7]2[CH:16]=[C:15]3[C:10]([C:11]([NH:20][CH:21]([CH3:25])[CH2:22][O:23][CH3:24])=[C:12]([N+:17]([O-])=O)[CH:13]=[N:14]3)=[CH:9][C:8]=2[O:26][CH3:27])=[C:5]([CH3:28])[O:4][N:3]=1.[H][H]. Product: [CH3:1][C:2]1[C:6]([C:7]2[CH:16]=[C:15]3[C:10]([C:11]([NH:20][CH:21]([CH3:25])[CH2:22][O:23][CH3:24])=[C:12]([NH2:17])[CH:13]=[N:14]3)=[CH:9][C:8]=2[O:26][CH3:27])=[C:5]([CH3:28])[O:4][N:3]=1. The catalyst class is: 25. (2) Reactant: [F:1][C:2]1[CH:3]=[C:4]([NH:14][C:15](=[O:21])[O:16][C:17]([CH3:20])([CH3:19])[CH3:18])[C:5]([C:10](=[O:13])[CH2:11][F:12])=[N:6][C:7]=1[O:8][CH3:9].[CH3:22][N:23]([CH:25](N(C)C)OC(C)(C)C)[CH3:24]. Product: [CH3:22][N:23]([CH3:25])[CH:24]=[C:11]([F:12])[C:10]([C:5]1[C:4]([NH:14][C:15](=[O:21])[O:16][C:17]([CH3:18])([CH3:20])[CH3:19])=[CH:3][C:2]([F:1])=[C:7]([O:8][CH3:9])[N:6]=1)=[O:13]. The catalyst class is: 11. (3) Reactant: [H-].[Na+].[C:3]([O:7][C:8](=[O:21])[NH:9][CH:10]1[CH2:19][C:18]2[C:13](=[CH:14][CH:15]=[CH:16][N:17]=2)[NH:12][C:11]1=[O:20])([CH3:6])([CH3:5])[CH3:4].CI.[CH3:24]COC(C)=O. Product: [C:3]([O:7][C:8](=[O:21])[NH:9][CH:10]1[CH2:19][C:18]2[C:13](=[CH:14][CH:15]=[CH:16][N:17]=2)[N:12]([CH3:24])[C:11]1=[O:20])([CH3:6])([CH3:4])[CH3:5]. The catalyst class is: 3. (4) Reactant: [NH2:1][C@H:2]1[CH2:6][CH2:5][CH2:4][C@@H:3]1[NH:7][C:8](=[O:14])[O:9][C:10]([CH3:13])([CH3:12])[CH3:11].[Br:15][C:16]1[C:17](Cl)=[N:18][CH:19]=[C:20]([C:22]([F:25])([F:24])[F:23])[CH:21]=1.CCN(C(C)C)C(C)C. Product: [Br:15][C:16]1[C:17]([NH:1][C@H:2]2[CH2:6][CH2:5][CH2:4][C@@H:3]2[NH:7][C:8](=[O:14])[O:9][C:10]([CH3:11])([CH3:13])[CH3:12])=[N:18][CH:19]=[C:20]([C:22]([F:24])([F:23])[F:25])[CH:21]=1. The catalyst class is: 16. (5) Reactant: [Cl:1][C:2]1[CH:3]=[C:4]([NH:9][C:10]2[C:19]3[C:14](=[CH:15][C:16]([O:25][CH2:26][CH2:27][CH:28]4[CH2:31][C:30]5([CH2:36][CH2:35][N:34]([CH3:37])[CH2:33][CH2:32]5)[CH2:29]4)=[C:17]([NH:20][C:21](=[O:24])[CH:22]=[CH2:23])[CH:18]=3)[N:13]=[CH:12][N:11]=2)[CH:5]=[CH:6][C:7]=1[F:8].Cl. Product: [ClH:1].[Cl:1][C:2]1[CH:3]=[C:4]([NH:9][C:10]2[C:19]3[C:14](=[CH:15][C:16]([O:25][CH2:26][CH2:27][CH:28]4[CH2:29][C:30]5([CH2:32][CH2:33][N:34]([CH3:37])[CH2:35][CH2:36]5)[CH2:31]4)=[C:17]([NH:20][C:21](=[O:24])[CH:22]=[CH2:23])[CH:18]=3)[N:13]=[CH:12][N:11]=2)[CH:5]=[CH:6][C:7]=1[F:8]. The catalyst class is: 5. (6) Reactant: [Cl:1][C:2]1[CH:7]=[C:6]([Cl:8])[CH:5]=[CH:4][C:3]=1[C:9]1[N:14]2[CH:15]=[C:16]([C:18]([O:20]CC)=[O:19])[N:17]=[C:13]2[N:12]=[C:11]([CH3:23])[C:10]=1[C:24]([O:26][C:27]([CH3:30])([CH3:29])[CH3:28])=[O:25].O[Li].O. Product: [C:27]([O:26][C:24]([C:10]1[C:11]([CH3:23])=[N:12][C:13]2[N:14]([CH:15]=[C:16]([C:18]([OH:20])=[O:19])[N:17]=2)[C:9]=1[C:3]1[CH:4]=[CH:5][C:6]([Cl:8])=[CH:7][C:2]=1[Cl:1])=[O:25])([CH3:30])([CH3:29])[CH3:28]. The catalyst class is: 87. (7) Reactant: [CH3:1][CH:2]([CH2:4][CH2:5][CH2:6][C@H:7]([C@@H:9]1[C@:26]2([CH3:27])[C@H:12]([C@H:13]3[C@H:23]([CH2:24][CH2:25]2)[C@:21]2([CH3:22])[C:16]([CH2:17][C@@H:18](O)[CH2:19][CH2:20]2)=[CH:15][CH2:14]3)[CH2:11][CH2:10]1)[CH3:8])[CH3:3].CC(CCC[C@H]([C@@H]1[C@]2(C)[C@H]([C@H]3[C@H](CC2)[C@]2(C)C(C[C@@H](NCCCNC(=O)CCNC(=O)CCNC(=O)CCCCCNC4C=CC([N+]([O-])=O)=CC=4[N+]([O-])=O)CC2)=CC3)CC1)C)C.[Si]([I:95])(C)(C)C.B(F)(F)F.CCOCC. Product: [I:95][C@H:18]1[CH2:19][CH2:20][C@@:21]2([CH3:22])[C:16](=[CH:15][CH2:14][C@@H:13]3[C@@H:23]2[CH2:24][CH2:25][C@@:26]2([CH3:27])[C@H:12]3[CH2:11][CH2:10][C@@H:9]2[C@H:7]([CH3:8])[CH2:6][CH2:5][CH2:4][CH:2]([CH3:1])[CH3:3])[CH2:17]1. The catalyst class is: 2.